The task is: Predict the product of the given reaction.. This data is from Forward reaction prediction with 1.9M reactions from USPTO patents (1976-2016). (1) Given the reactants [Si]([O:8][CH2:9][C:10]1[CH:11]=[C:12]([N:16]2[C:20]([NH2:21])=[CH:19][C:18]([C:22]3[CH:27]=[CH:26][CH:25]=[CH:24][C:23]=3[F:28])=[N:17]2)[CH:13]=[CH:14][CH:15]=1)(C(C)(C)C)(C)C.[Cl:29][C:30]1[C:35]([Cl:36])=[CH:34][CH:33]=[CH:32][C:31]=1[N:37]=[C:38]=[O:39], predict the reaction product. The product is: [Cl:29][C:30]1[C:35]([Cl:36])=[CH:34][CH:33]=[CH:32][C:31]=1[NH:37][C:38]([NH:21][C:20]1[N:16]([C:12]2[CH:13]=[CH:14][CH:15]=[C:10]([CH2:9][OH:8])[CH:11]=2)[N:17]=[C:18]([C:22]2[CH:27]=[CH:26][CH:25]=[CH:24][C:23]=2[F:28])[CH:19]=1)=[O:39]. (2) Given the reactants C(O[C:4](=[O:31])[CH2:5][O:6][C:7]1[CH:12]=[C:11]([CH:13]([CH3:15])[CH3:14])[CH:10]=[CH:9][C:8]=1[CH2:16][CH2:17][NH:18][S:19]([C:22]1[CH:27]=[C:26]([C:28]#[N:29])[CH:25]=[CH:24][C:23]=1[OH:30])(=[O:21])=[O:20])C.O.[NH2:33][NH2:34], predict the reaction product. The product is: [C:28]([C:26]1[CH:25]=[CH:24][C:23]([OH:30])=[C:22]([S:19]([NH:18][CH2:17][CH2:16][C:8]2[CH:9]=[CH:10][C:11]([CH:13]([CH3:15])[CH3:14])=[CH:12][C:7]=2[O:6][CH2:5][C:4]([NH:33][NH2:34])=[O:31])(=[O:21])=[O:20])[CH:27]=1)#[N:29].